This data is from Catalyst prediction with 721,799 reactions and 888 catalyst types from USPTO. The task is: Predict which catalyst facilitates the given reaction. (1) Reactant: [CH3:1][O:2][C:3]1[CH:10]=[CH:9][C:6]([CH2:7]Cl)=[CH:5][CH:4]=1.[N-:11]=[N+:12]=[N-:13].[Na+]. Product: [N:11]([CH2:7][C:6]1[CH:9]=[CH:10][C:3]([O:2][CH3:1])=[CH:4][CH:5]=1)=[N+:12]=[N-:13]. The catalyst class is: 40. (2) Reactant: [CH3:1][C:2]1[CH:3]=[CH:4][C:5]([O:12][CH3:13])=[C:6]([S:8](Cl)(=[O:10])=[O:9])[CH:7]=1.C([N:16](CC)CC)C.[NH2:21][C@@H:22]1[CH2:26][CH2:25][N:24]([C:27](OC(C)(C)C)=O)[CH2:23]1.CCN(C(C)C)C(C)C.BrC#N. Product: [C:27]([N:24]1[CH2:25][CH2:26][C@@H:22]([NH:21][S:8]([C:6]2[CH:7]=[C:2]([CH3:1])[CH:3]=[CH:4][C:5]=2[O:12][CH3:13])(=[O:10])=[O:9])[CH2:23]1)#[N:16]. The catalyst class is: 34. (3) Reactant: CN(C1C=CC=CN=1)C.[CH3:10][N:11]1[C:20]2[C:19]3=[N:21][N:22]=[C:23]([C:24]4[CH:29]=[CH:28][CH:27]=[C:26]([O:30][C:31]([F:34])([F:33])[F:32])[CH:25]=4)[N:18]3[N:17]=[C:16]([NH:35][CH2:36][CH2:37][N:38]3[CH2:43][CH2:42][NH:41][CH2:40][CH2:39]3)[C:15]=2[O:14][CH2:13][CH2:12]1.[C:44](OC(=O)C)(=[O:46])[CH3:45]. Product: [CH3:10][N:11]1[C:20]2[C:19]3=[N:21][N:22]=[C:23]([C:24]4[CH:29]=[CH:28][CH:27]=[C:26]([O:30][C:31]([F:32])([F:34])[F:33])[CH:25]=4)[N:18]3[N:17]=[C:16]([NH:35][CH2:36][CH2:37][N:38]3[CH2:39][CH2:40][N:41]([C:44](=[O:46])[CH3:45])[CH2:42][CH2:43]3)[C:15]=2[O:14][CH2:13][CH2:12]1. The catalyst class is: 76. (4) Reactant: Br[C:2]1[CH:3]=[C:4]2[C:11]([C:12]([NH:14][CH3:15])=[O:13])=[C:10]([C:16]3[CH:21]=[CH:20][C:19]([F:22])=[CH:18][CH:17]=3)[O:9][C:5]2=[N:6][C:7]=1[Cl:8].B([C:26]1[CH:27]=[CH:28][C:29]([O:35][CH3:36])=[C:30]([CH:34]=1)[C:31]([OH:33])=[O:32])(O)O.C(=O)([O-])[O-].[Cs+].[Cs+]. Product: [Cl:8][C:7]1[N:6]=[C:5]2[O:9][C:10]([C:16]3[CH:21]=[CH:20][C:19]([F:22])=[CH:18][CH:17]=3)=[C:11]([C:12](=[O:13])[NH:14][CH3:15])[C:4]2=[CH:3][C:2]=1[C:26]1[CH:27]=[CH:28][C:29]([O:35][CH3:36])=[C:30]([CH:34]=1)[C:31]([OH:33])=[O:32]. The catalyst class is: 73. (5) Reactant: [I:1][C:2]1[CH:7]=[CH:6][C:5]([OH:8])=[CH:4][CH:3]=1.C(=O)([O-])[O-].[Cs+].[Cs+].Br[CH2:16][CH2:17][Cl:18]. The catalyst class is: 10. Product: [Cl:18][CH2:17][CH2:16][O:8][C:5]1[CH:6]=[CH:7][C:2]([I:1])=[CH:3][CH:4]=1. (6) Reactant: [Cl:1][C:2]1[CH:3]=[C:4]([S:9](Cl)(=[O:11])=[O:10])[CH:5]=[CH:6][C:7]=1[F:8].[NH3:13]. Product: [Cl:1][C:2]1[CH:3]=[C:4]([S:9]([NH2:13])(=[O:11])=[O:10])[CH:5]=[CH:6][C:7]=1[F:8]. The catalyst class is: 38.